Dataset: Catalyst prediction with 721,799 reactions and 888 catalyst types from USPTO. Task: Predict which catalyst facilitates the given reaction. (1) Reactant: [C:1]([C:3]1[CH:8]=[CH:7][C:6]([C:9]2[CH:10]=[N:11][N:12]([CH2:14][C:15]3[CH:16]=[C:17]([CH:21]=[CH:22][CH:23]=3)[C:18]([OH:20])=O)[CH:13]=2)=[CH:5][CH:4]=1)#[N:2].[C:24]([O:28][C:29](=[O:41])[NH:30][C@H:31]1[CH2:40][CH2:39][C:34]2[N:35]=[C:36]([NH2:38])[S:37][C:33]=2[CH2:32]1)([CH3:27])([CH3:26])[CH3:25].CN(C(ON1N=NC2C=CC=CC1=2)=[N+](C)C)C.[B-](F)(F)(F)F.C(N(CC)C(C)C)(C)C. Product: [C:24]([O:28][C:29](=[O:41])[NH:30][C@H:31]1[CH2:40][CH2:39][C:34]2[N:35]=[C:36]([NH:38][C:18](=[O:20])[C:17]3[CH:21]=[CH:22][CH:23]=[C:15]([CH2:14][N:12]4[CH:13]=[C:9]([C:6]5[CH:5]=[CH:4][C:3]([C:1]#[N:2])=[CH:8][CH:7]=5)[CH:10]=[N:11]4)[CH:16]=3)[S:37][C:33]=2[CH2:32]1)([CH3:27])([CH3:25])[CH3:26]. The catalyst class is: 136. (2) Reactant: [Br:1][C:2]1[CH:7]=[CH:6][CH:5]=[C:4]([N+:8]([O-:10])=[O:9])[C:3]=1[CH3:11].C1C(=O)N([Br:19])C(=O)C1. Product: [Br:1][C:2]1[CH:7]=[CH:6][CH:5]=[C:4]([N+:8]([O-:10])=[O:9])[C:3]=1[CH2:11][Br:19]. The catalyst class is: 53. (3) Reactant: [CH3:1][C:2]1[CH:7]=[C:6]([O:8][CH2:9][CH2:10][CH:11]([C:16]2[S:17][C:18]3[CH:24]=[CH:23][C:22]([C:25]([F:28])([F:27])[F:26])=[CH:21][C:19]=3[CH:20]=2)[CH2:12][CH2:13][CH2:14][CH3:15])[CH:5]=[CH:4][C:3]=1[O:29][CH2:30][C:31]([O:33]CC)=[O:32].[OH-].[Na+]. Product: [CH3:1][C:2]1[CH:7]=[C:6]([O:8][CH2:9][CH2:10][CH:11]([C:16]2[S:17][C:18]3[CH:24]=[CH:23][C:22]([C:25]([F:28])([F:27])[F:26])=[CH:21][C:19]=3[CH:20]=2)[CH2:12][CH2:13][CH2:14][CH3:15])[CH:5]=[CH:4][C:3]=1[O:29][CH2:30][C:31]([OH:33])=[O:32]. The catalyst class is: 5. (4) Reactant: [NH2:1][C:2]1[CH:10]=[CH:9][CH:8]=[C:7]2[C:3]=1[C:4](=[O:20])[N:5]([CH:12]1[CH2:17][CH2:16][C:15](=[O:18])[NH:14][C:13]1=[O:19])[C:6]2=[O:11].[CH:21](=O)[CH2:22][CH2:23][CH2:24][CH2:25][CH2:26][CH3:27].C(O)(=O)C.[BH4-].[Na+]. Product: [O:19]=[C:13]1[CH:12]([N:5]2[C:4](=[O:20])[C:3]3[C:7](=[CH:8][CH:9]=[CH:10][C:2]=3[NH:1][CH2:21][CH2:22][CH2:23][CH2:24][CH2:25][CH2:26][CH3:27])[C:6]2=[O:11])[CH2:17][CH2:16][C:15](=[O:18])[NH:14]1. The catalyst class is: 3.